Dataset: Full USPTO retrosynthesis dataset with 1.9M reactions from patents (1976-2016). Task: Predict the reactants needed to synthesize the given product. (1) Given the product [Cl:1][C:2]1[C:3]([O:10][CH3:11])=[CH:4][C:5]([CH2:8][Cl:14])=[CH:6][N:7]=1, predict the reactants needed to synthesize it. The reactants are: [Cl:1][C:2]1[N:7]=[CH:6][C:5]([CH2:8]O)=[CH:4][C:3]=1[O:10][CH3:11].S(Cl)([Cl:14])=O. (2) Given the product [C:15]([C:14]1[C:5]([C:3]([OH:4])=[O:2])=[N:6][C:7]2[C:12]([C:13]=1[OH:21])=[CH:11][CH:10]=[CH:9][C:8]=2[N+:22]([O-:24])=[O:23])#[CH:16], predict the reactants needed to synthesize it. The reactants are: C[O:2][C:3]([C:5]1[C:14]([C:15]#[C:16][Si](C)(C)C)=[C:13]([OH:21])[C:12]2[C:7](=[C:8]([N+:22]([O-:24])=[O:23])[CH:9]=[CH:10][CH:11]=2)[N:6]=1)=[O:4].[OH-].[K+].Cl.